Dataset: Reaction yield outcomes from USPTO patents with 853,638 reactions. Task: Predict the reaction yield, written as a fraction of the theoretical maximum amount of product (1.0 means a 100% yield; for example, 0.34 means a 34% yield). (1) The yield is 0.950. The catalyst is C1COCC1. The reactants are [O:1]1[C:5]2[CH:6]=[CH:7][C:8]([CH2:10][C:11](N(OC)C)=[O:12])=[CH:9][C:4]=2[O:3][CH2:2]1.[CH3:17][Mg]Br. The product is [O:1]1[C:5]2[CH:6]=[CH:7][C:8]([CH2:10][C:11](=[O:12])[CH3:17])=[CH:9][C:4]=2[O:3][CH2:2]1. (2) The reactants are Cl([O-])=O.[Na+].P([O-])(O)(O)=O.[Na+].[CH3:11][O:12][C:13]1[C:14]([O:24][Si:25]([CH:32]([CH3:34])[CH3:33])([CH:29]([CH3:31])[CH3:30])[CH:26]([CH3:28])[CH3:27])=[CH:15][C:16]([N+:21]([O-:23])=[O:22])=[C:17]([CH:20]=1)[CH:18]=[O:19].[OH:35]O.O=O.Cl. The catalyst is O.O1CCCC1. The product is [CH3:11][O:12][C:13]1[C:14]([O:24][Si:25]([CH:29]([CH3:31])[CH3:30])([CH:26]([CH3:28])[CH3:27])[CH:32]([CH3:34])[CH3:33])=[CH:15][C:16]([N+:21]([O-:23])=[O:22])=[C:17]([CH:20]=1)[C:18]([OH:35])=[O:19]. The yield is 1.00. (3) The reactants are [CH3:1][O:2][C:3]1[CH:4]=[C:5]2[C:10](=[CH:11][C:12]=1[O:13][CH3:14])[N:9]=[CH:8][N:7]=[C:6]2[O:15][C:16]1[CH:22]=[CH:21][C:19]([NH2:20])=[CH:18][CH:17]=1.C1(C)C=CC=CC=1.C(N(CC)CC)C.Cl[C:38](Cl)([O:40][C:41](=[O:47])OC(Cl)(Cl)Cl)Cl.[F:49][C:50]([F:60])([F:59])[C:51]1[CH:58]=[CH:57][C:54](CO)=[CH:53][CH:52]=1. The yield is 0.480. The catalyst is C(Cl)Cl. The product is [CH3:1][O:2][C:3]1[CH:4]=[C:5]2[C:10](=[CH:11][C:12]=1[O:13][CH3:14])[N:9]=[CH:8][N:7]=[C:6]2[O:15][C:16]1[CH:22]=[CH:21][C:19]([NH:20][C:41](=[O:47])[O:40][CH2:38][C:54]2[CH:57]=[CH:58][C:51]([C:50]([F:60])([F:59])[F:49])=[CH:52][CH:53]=2)=[CH:18][CH:17]=1. (4) The yield is 0.890. The catalyst is CCO. The product is [C:13]([O:12][C:10]([N:7]1[CH2:8][CH2:9][C:6]1([CH3:17])[C:4]([OH:5])=[O:3])=[O:11])([CH3:16])([CH3:14])[CH3:15]. The reactants are CC[O:3][C:4]([C:6]1([CH3:17])[CH2:9][CH2:8][N:7]1[C:10]([O:12][C:13]([CH3:16])([CH3:15])[CH3:14])=[O:11])=[O:5].[OH-].[Na+]. (5) The reactants are [CH:1]([C:3]1[CH:4]=[C:5]([CH:16]=[CH:17][CH:18]=1)[O:6][C:7]1[CH:14]=[C:13]([CH3:15])[CH:12]=[CH:11][C:8]=1[C:9]#[N:10])=O.CN.[C:21]([BH3-])#[N:22].[Na+].[C:25]([OH:32])(=[O:31])/[CH:26]=[CH:27]/[C:28]([OH:30])=[O:29]. The catalyst is C(O)(=O)C.CO. The product is [C:25]([OH:32])(=[O:31])/[CH:26]=[CH:27]/[C:28]([OH:30])=[O:29].[CH3:15][C:13]1[CH:12]=[CH:11][C:8]([C:9]#[N:10])=[C:7]([O:6][C:5]2[CH:16]=[CH:17][CH:18]=[C:3]([CH2:1][NH:22][CH3:21])[CH:4]=2)[CH:14]=1. The yield is 0.200. (6) The reactants are [C:1]1([S:7]([N:10]2[CH:14]=[CH:13][C:12]([NH2:15])=[CH:11]2)(=[O:9])=[O:8])[CH:6]=[CH:5][CH:4]=[CH:3][CH:2]=1.C(N(C(C)C)CC)(C)C.Cl.[N:26]1[CH:31]=[CH:30][CH:29]=[CH:28][C:27]=1[C:32](Cl)=[O:33]. No catalyst specified. The product is [C:1]1([S:7]([N:10]2[CH:14]=[CH:13][C:12]([NH:15][C:32](=[O:33])[C:27]3[CH:28]=[CH:29][CH:30]=[CH:31][N:26]=3)=[CH:11]2)(=[O:8])=[O:9])[CH:6]=[CH:5][CH:4]=[CH:3][CH:2]=1. The yield is 0.150.